From a dataset of Forward reaction prediction with 1.9M reactions from USPTO patents (1976-2016). Predict the product of the given reaction. (1) Given the reactants [Br:1][C:2]1[CH:3]=[CH:4][C:5]2[O:11][CH2:10][CH2:9][N:8](C(OC(C)(C)C)=O)[CH2:7][C:6]=2[CH:19]=1.C(O)C.[ClH:23].O1CCOCC1, predict the reaction product. The product is: [ClH:23].[Br:1][C:2]1[CH:3]=[CH:4][C:5]2[O:11][CH2:10][CH2:9][NH:8][CH2:7][C:6]=2[CH:19]=1. (2) The product is: [CH3:31][O:30][C:3]1[CH:4]=[C:5]([NH:8][C:9]2[N:14]=[C:13]([C:15]3[CH:16]=[CH:17][C:18]([O:23][CH:24]4[CH2:29][CH2:28][O:27][CH2:26][CH2:25]4)=[C:19]([CH:22]=3)[C:20]#[N:21])[CH:12]=[CH:11][N:10]=2)[CH:6]=[CH:7][C:2]=1[O:1][CH2:39][CH2:40][CH2:41][S:42]([N:45]1[CH2:50][CH2:49][O:48][CH2:47][CH2:46]1)(=[O:43])=[O:44]. Given the reactants [OH:1][C:2]1[CH:7]=[CH:6][C:5]([NH:8][C:9]2[N:14]=[C:13]([C:15]3[CH:16]=[CH:17][C:18]([O:23][CH:24]4[CH2:29][CH2:28][O:27][CH2:26][CH2:25]4)=[C:19]([CH:22]=3)[C:20]#[N:21])[CH:12]=[CH:11][N:10]=2)=[CH:4][C:3]=1[O:30][CH3:31].C([O-])([O-])=O.[K+].[K+].Cl[CH2:39][CH2:40][CH2:41][S:42]([N:45]1[CH2:50][CH2:49][O:48][CH2:47][CH2:46]1)(=[O:44])=[O:43], predict the reaction product.